From a dataset of Full USPTO retrosynthesis dataset with 1.9M reactions from patents (1976-2016). Predict the reactants needed to synthesize the given product. (1) The reactants are: [F:1][C:2]1[CH:3]=[C:4]([C@:13]2([NH:23][C:24](=[O:33])[C:25]3[CH:30]=[CH:29][C:28]([CH2:31][OH:32])=[CH:27][CH:26]=3)[C:18]3=[N:19][CH:20]=[CH:21][CH:22]=[C:17]3[O:16][CH2:15][CH2:14]2)[CH:5]=[CH:6][C:7]=1[O:8][C:9]([F:12])([F:11])[F:10].CC(OI1(OC(C)=O)(OC(C)=O)OC(=O)C2C=CC=CC1=2)=O.[O-]S([O-])(=S)=O.[Na+].[Na+]. Given the product [F:1][C:2]1[CH:3]=[C:4]([C@:13]2([NH:23][C:24](=[O:33])[C:25]3[CH:26]=[CH:27][C:28]([CH:31]=[O:32])=[CH:29][CH:30]=3)[C:18]3=[N:19][CH:20]=[CH:21][CH:22]=[C:17]3[O:16][CH2:15][CH2:14]2)[CH:5]=[CH:6][C:7]=1[O:8][C:9]([F:11])([F:12])[F:10], predict the reactants needed to synthesize it. (2) Given the product [C:17]([O:16][C:14]([N:12]1[CH2:13][C@@H:9]([O:8][Si:1]([C:4]([CH3:7])([CH3:6])[CH3:5])([CH3:3])[CH3:2])[CH2:10][C@@H:11]1[CH2:21][O:22][C:24]1[C:25]([C:30]([O:32][CH2:33][CH3:34])=[O:31])=[N:26][CH:27]=[CH:28][CH:29]=1)=[O:15])([CH3:20])([CH3:19])[CH3:18], predict the reactants needed to synthesize it. The reactants are: [Si:1]([O:8][C@@H:9]1[CH2:13][N:12]([C:14]([O:16][C:17]([CH3:20])([CH3:19])[CH3:18])=[O:15])[C@@H:11]([CH2:21][OH:22])[CH2:10]1)([C:4]([CH3:7])([CH3:6])[CH3:5])([CH3:3])[CH3:2].O[C:24]1[C:25]([C:30]([O:32][CH2:33][CH3:34])=[O:31])=[N:26][CH:27]=[CH:28][CH:29]=1.ClC1C=C(O)C=NC=1. (3) Given the product [F:26][C:27]([F:31])([F:30])[CH2:28][N:10]1[C:9](=[O:25])[C:8]([C:5]2[CH:4]=[CH:3][C:2]([F:1])=[CH:7][CH:6]=2)=[C:13]([C:14]2[CH:19]=[CH:18][C:17]([S:20]([CH3:23])(=[O:22])=[O:21])=[CH:16][CH:15]=2)[C:12]([CH3:24])=[N:11]1, predict the reactants needed to synthesize it. The reactants are: [F:1][C:2]1[CH:7]=[CH:6][C:5]([C:8]2[C:9](=[O:25])[NH:10][N:11]=[C:12]([CH3:24])[C:13]=2[C:14]2[CH:19]=[CH:18][C:17]([S:20]([CH3:23])(=[O:22])=[O:21])=[CH:16][CH:15]=2)=[CH:4][CH:3]=1.[F:26][C:27]([F:31])([F:30])[CH2:28]I.C(=O)([O-])[O-].[Na+].[Na+]. (4) Given the product [Cl:12][C:10]1[CH:11]=[C:6]([NH:5][C:4]2[N:3]=[C:1]([NH2:2])[NH:26][N:25]=2)[CH:7]=[C:8]([Cl:22])[C:9]=1[S:13]([N:16]1[CH2:21][CH2:20][O:19][CH2:18][CH2:17]1)(=[O:15])=[O:14], predict the reactants needed to synthesize it. The reactants are: [C:1](/[N:3]=[C:4](\SC)/[NH:5][C:6]1[CH:11]=[C:10]([Cl:12])[C:9]([S:13]([N:16]2[CH2:21][CH2:20][O:19][CH2:18][CH2:17]2)(=[O:15])=[O:14])=[C:8]([Cl:22])[CH:7]=1)#[N:2].[NH2:25][NH2:26]. (5) Given the product [CH3:27][C:24]([C:28]1[CH:29]=[CH:30][C:31]([NH:32][C:21]([C:17]2[C:18]3[C:13](=[CH:12][C:11]([O:10][C:4]4[C:5]5[CH:9]=[CH:8][NH:7][C:6]=5[N:1]=[CH:2][N:3]=4)=[CH:20][CH:19]=3)[CH:14]=[CH:15][CH:16]=2)=[O:22])=[CH:33][CH:34]=1)([CH3:25])[CH3:26], predict the reactants needed to synthesize it. The reactants are: [N:1]1[C:6]2[NH:7][CH:8]=[CH:9][C:5]=2[C:4]([O:10][C:11]2[CH:12]=[C:13]3[C:18](=[CH:19][CH:20]=2)[C:17]([C:21](Cl)=[O:22])=[CH:16][CH:15]=[CH:14]3)=[N:3][CH:2]=1.[C:24]([C:28]1[CH:34]=[CH:33][C:31]([NH2:32])=[CH:30][CH:29]=1)([CH3:27])([CH3:26])[CH3:25].CCN(C(C)C)C(C)C.